Dataset: Reaction yield outcomes from USPTO patents with 853,638 reactions. Task: Predict the reaction yield, written as a fraction of the theoretical maximum amount of product (1.0 means a 100% yield; for example, 0.34 means a 34% yield). (1) The reactants are [NH:1]1[CH2:4][CH:3]([CH2:5][C:6]2[N:7]([CH3:33])[C:8]3[C:13]([N:14]=2)=[C:12]([N:15]2[CH2:20][CH2:19][O:18][CH2:17][CH2:16]2)[N:11]=[C:10]([N:21]2[C:25]4[CH:26]=[CH:27][CH:28]=[CH:29][C:24]=4[N:23]=[C:22]2[CH:30](C)C)[N:9]=3)[CH2:2]1.Cl[C:35]([C:37]([O:40][C:41](=[O:43])[CH3:42])([CH3:39])[CH3:38])=[O:36].CCN(CC)CC. The catalyst is C1COCC1. The product is [CH3:38][C:37]([O:40][C:41](=[O:43])[CH3:42])([CH3:39])[C:35]([N:1]1[CH2:2][CH:3]([CH2:5][C:6]2[N:7]([CH3:33])[C:8]3[C:13]([N:14]=2)=[C:12]([N:15]2[CH2:20][CH2:19][O:18][CH2:17][CH2:16]2)[N:11]=[C:10]([N:21]2[C:25]4[CH:26]=[CH:27][CH:28]=[CH:29][C:24]=4[N:23]=[C:22]2[CH3:30])[N:9]=3)[CH2:4]1)=[O:36]. The yield is 0.750. (2) The reactants are [NH2:1][C:2]1[N:3]([C:8]2[C:17]3[C:12](=[CH:13][CH:14]=[CH:15][CH:16]=3)[C:11]([CH:18]3[CH2:20][CH2:19]3)=[CH:10][CH:9]=2)[C:4]([SH:7])=[N:5][N:6]=1.[Cl:21][C:22]1[CH:23]=[C:24]([CH:28]=[CH:29][C:30]=1[NH:31][C:32](=[O:35])[CH2:33]Cl)[C:25]([OH:27])=[O:26].O. The catalyst is CN(C=O)C. The product is [NH2:1][C:2]1[N:3]([C:8]2[C:17]3[C:12](=[CH:13][CH:14]=[CH:15][CH:16]=3)[C:11]([CH:18]3[CH2:20][CH2:19]3)=[CH:10][CH:9]=2)[C:4]([S:7][CH2:33][C:32]([NH:31][C:30]2[CH:29]=[CH:28][C:24]([C:25]([OH:27])=[O:26])=[CH:23][C:22]=2[Cl:21])=[O:35])=[N:5][N:6]=1. The yield is 0.750. (3) The reactants are Cl[C:2]1[C:11]2[C:6](=[CH:7][C:8]([O:14][CH3:15])=[C:9]([O:12][CH3:13])[CH:10]=2)[N:5]=[CH:4][C:3]=1[C:16]([NH2:18])=[O:17].[CH3:19][O:20][C:21]1[C:22]([CH3:28])=[C:23]([CH:25]=[CH:26][CH:27]=1)[NH2:24].C(O)(=O)C.C([O-])(O)=O.[Na+]. The catalyst is CN(C=O)C.O. The product is [CH3:13][O:12][C:9]1[CH:10]=[C:11]2[C:6](=[CH:7][C:8]=1[O:14][CH3:15])[N:5]=[CH:4][C:3]([C:16]([NH2:18])=[O:17])=[C:2]2[NH:24][C:23]1[CH:25]=[CH:26][CH:27]=[C:21]([O:20][CH3:19])[C:22]=1[CH3:28]. The yield is 0.700. (4) The reactants are [Br:1][C:2]1[CH:3]=[C:4]([CH:8]=[CH:9][N:10]=1)[C:5](O)=[O:6].C1N=CN(C([N:18]2[CH:22]=NC=C2)=O)C=1.CN([CH:26]=[O:27])C. The catalyst is O. The product is [Br:1][C:2]1[CH:3]=[C:4]([CH:8]=[CH:9][N:10]=1)[C:5]([N:18]([O:27][CH3:26])[CH3:22])=[O:6]. The yield is 0.570.